Dataset: NCI-60 drug combinations with 297,098 pairs across 59 cell lines. Task: Regression. Given two drug SMILES strings and cell line genomic features, predict the synergy score measuring deviation from expected non-interaction effect. (1) Drug 2: CCC1(C2=C(COC1=O)C(=O)N3CC4=CC5=C(C=CC(=C5CN(C)C)O)N=C4C3=C2)O.Cl. Cell line: SK-MEL-28. Drug 1: C1=NC2=C(N1)C(=S)N=CN2. Synergy scores: CSS=21.7, Synergy_ZIP=-6.38, Synergy_Bliss=-3.47, Synergy_Loewe=-35.7, Synergy_HSA=-2.29. (2) Drug 1: C1=CC(=CC=C1CC(C(=O)O)N)N(CCCl)CCCl.Cl. Drug 2: CCN(CC)CCCC(C)NC1=C2C=C(C=CC2=NC3=C1C=CC(=C3)Cl)OC. Cell line: SW-620. Synergy scores: CSS=54.7, Synergy_ZIP=1.61, Synergy_Bliss=9.37, Synergy_Loewe=0.536, Synergy_HSA=8.45. (3) Drug 1: C1CNP(=O)(OC1)N(CCCl)CCCl. Drug 2: C1CCC(C(C1)N)N.C(=O)(C(=O)[O-])[O-].[Pt+4]. Cell line: MDA-MB-231. Synergy scores: CSS=11.0, Synergy_ZIP=-6.46, Synergy_Bliss=-6.35, Synergy_Loewe=-18.7, Synergy_HSA=-4.27. (4) Drug 1: CC1C(C(CC(O1)OC2CC(CC3=C2C(=C4C(=C3O)C(=O)C5=C(C4=O)C(=CC=C5)OC)O)(C(=O)C)O)N)O.Cl. Drug 2: CC1=CC=C(C=C1)C2=CC(=NN2C3=CC=C(C=C3)S(=O)(=O)N)C(F)(F)F. Cell line: UACC-257. Synergy scores: CSS=2.30, Synergy_ZIP=-0.956, Synergy_Bliss=1.54, Synergy_Loewe=-6.04, Synergy_HSA=-0.510. (5) Drug 1: CN(C(=O)NC(C=O)C(C(C(CO)O)O)O)N=O. Drug 2: CC1C(C(CC(O1)OC2CC(CC3=C2C(=C4C(=C3O)C(=O)C5=CC=CC=C5C4=O)O)(C(=O)C)O)N)O. Cell line: NCI-H322M. Synergy scores: CSS=41.6, Synergy_ZIP=-3.06, Synergy_Bliss=-3.55, Synergy_Loewe=-31.4, Synergy_HSA=-2.94. (6) Drug 1: C1CCN(CC1)CCOC2=CC=C(C=C2)C(=O)C3=C(SC4=C3C=CC(=C4)O)C5=CC=C(C=C5)O. Drug 2: CC1C(C(CC(O1)OC2CC(CC3=C2C(=C4C(=C3O)C(=O)C5=CC=CC=C5C4=O)O)(C(=O)C)O)N)O. Cell line: NCI/ADR-RES. Synergy scores: CSS=12.9, Synergy_ZIP=-6.29, Synergy_Bliss=-0.643, Synergy_Loewe=-1.78, Synergy_HSA=-1.29. (7) Drug 1: C1CN1C2=NC(=NC(=N2)N3CC3)N4CC4. Drug 2: CCC1(CC2CC(C3=C(CCN(C2)C1)C4=CC=CC=C4N3)(C5=C(C=C6C(=C5)C78CCN9C7C(C=CC9)(C(C(C8N6C)(C(=O)OC)O)OC(=O)C)CC)OC)C(=O)OC)O.OS(=O)(=O)O. Cell line: HCT-15. Synergy scores: CSS=23.4, Synergy_ZIP=-2.06, Synergy_Bliss=-2.29, Synergy_Loewe=1.30, Synergy_HSA=-0.0361.